This data is from Catalyst prediction with 721,799 reactions and 888 catalyst types from USPTO. The task is: Predict which catalyst facilitates the given reaction. (1) Reactant: [CH3:1][C:2]1[CH:7]=[CH:6][N:5]=[CH:4][C:3]=1[N:8]1[CH2:12][CH2:11][NH:10][C:9]1=[O:13].Br[C:15]1[CH:16]=[CH:17][C:18]([F:21])=[N:19][CH:20]=1.N[C@@H]1CCCC[C@H]1N.C(=O)([O-])[O-].[K+].[K+]. Product: [F:21][C:18]1[N:19]=[CH:20][C:15]([N:10]2[CH2:11][CH2:12][N:8]([C:3]3[CH:4]=[N:5][CH:6]=[CH:7][C:2]=3[CH3:1])[C:9]2=[O:13])=[CH:16][CH:17]=1. The catalyst class is: 246. (2) Reactant: CO[C:3]1[C:8]([C:9]([F:12])([F:11])[F:10])=[CH:7][CH:6]=[CH:5][C:4]=1[N+:13]([O-:15])=[O:14].C(O)(=[O:18])C. Product: [N+:13]([C:4]1[CH:5]=[CH:6][C:7]([OH:18])=[C:8]([C:9]([F:12])([F:11])[F:10])[CH:3]=1)([O-:15])=[O:14]. The catalyst class is: 201. (3) Reactant: [C:1]1([CH:7]2[CH2:12][CH2:11][NH:10][CH2:9][CH2:8]2)[CH:6]=[CH:5][CH:4]=[CH:3][CH:2]=1.C(N(CC)CC)C.Cl[C:21]([C:23]1[CH:28]=[CH:27][C:26]([CH:29]2[CH2:34][CH2:33][N:32]([C:35]([O:37][C:38]([CH3:41])([CH3:40])[CH3:39])=[O:36])[CH2:31][CH:30]2[O:42][CH2:43][C:44]2[CH:45]=[CH:46][C:47]3[O:52][CH2:51][C:50](=[O:53])[N:49]([CH2:54][CH2:55][CH2:56][O:57][CH3:58])[C:48]=3[CH:59]=2)=[CH:25][CH:24]=1)=[O:22].C(=O)([O-])O.[Na+]. Product: [CH3:58][O:57][CH2:56][CH2:55][CH2:54][N:49]1[C:48]2[CH:59]=[C:44]([CH2:43][O:42][CH:30]3[CH:29]([C:26]4[CH:27]=[CH:28][C:23]([C:21]([N:10]5[CH2:11][CH2:12][CH:7]([C:1]6[CH:6]=[CH:5][CH:4]=[CH:3][CH:2]=6)[CH2:8][CH2:9]5)=[O:22])=[CH:24][CH:25]=4)[CH2:34][CH2:33][N:32]([C:35]([O:37][C:38]([CH3:41])([CH3:40])[CH3:39])=[O:36])[CH2:31]3)[CH:45]=[CH:46][C:47]=2[O:52][CH2:51][C:50]1=[O:53]. The catalyst class is: 4. (4) Reactant: FC(F)(F)C(O)=O.[CH:8]([C:10]1[CH:11]=[CH:12][C:13](/[CH:16]=[CH:17]/[C:18]([OH:20])=[O:19])=[N:14][CH:15]=1)=O.[C:21]([O:25][C:26]([N:28]1[CH2:33][CH2:32][N:31]([CH2:34][C:35]2[CH:40]=[CH:39][C:38]([C:41](=[O:43])[CH3:42])=[CH:37][CH:36]=2)[CH2:30][CH2:29]1)=[O:27])([CH3:24])([CH3:23])[CH3:22].[OH-].[K+]. Product: [C:21]([O:25][C:26]([N:28]1[CH2:29][CH2:30][N:31]([CH2:34][C:35]2[CH:40]=[CH:39][C:38]([C:41](=[O:43])/[CH:42]=[CH:8]/[C:10]3[CH:15]=[N:14][C:13](/[CH:16]=[CH:17]/[C:18]([OH:20])=[O:19])=[CH:12][CH:11]=3)=[CH:37][CH:36]=2)[CH2:32][CH2:33]1)=[O:27])([CH3:24])([CH3:22])[CH3:23]. The catalyst class is: 14. (5) Reactant: CS[C:3]1[NH:8][C:7](=[O:9])[CH:6]=[C:5]([CH2:10][CH2:11][CH3:12])[N:4]=1.[NH2:13][C:14]1[CH:15]=[CH:16][C:17]([CH3:22])=[C:18]([CH:21]=1)[C:19]#[N:20]. Product: [CH3:22][C:17]1[CH:16]=[CH:15][C:14]([NH:13][C:3]2[NH:8][C:7](=[O:9])[CH:6]=[C:5]([CH2:10][CH2:11][CH3:12])[N:4]=2)=[CH:21][C:18]=1[C:19]#[N:20]. The catalyst class is: 8. (6) Reactant: [OH:1][C:2]1[C:7]([CH3:8])=[CH:6][NH:5][C:4](=[O:9])[CH:3]=1.CS(O[CH:15]1[CH2:20][CH2:19][N:18]([C:21]([O:23][CH2:24][C:25]2[CH:30]=[CH:29][CH:28]=[CH:27][CH:26]=2)=[O:22])[CH2:17][CH2:16]1)(=O)=O.C(=O)([O-])[O-].[K+].[K+].O. Product: [CH3:8][C:7]1[C:2]([O:1][CH:15]2[CH2:20][CH2:19][N:18]([C:21]([O:23][CH2:24][C:25]3[CH:26]=[CH:27][CH:28]=[CH:29][CH:30]=3)=[O:22])[CH2:17][CH2:16]2)=[CH:3][C:4](=[O:9])[NH:5][CH:6]=1. The catalyst class is: 31. (7) Reactant: [Cl:1][C:2]1[NH:7][C:6](=[O:8])[NH:5][C:4](=[O:9])[CH:3]=1.[Br:10]Br. Product: [Br:10][C:3]1[C:4](=[O:9])[NH:5][C:6](=[O:8])[NH:7][C:2]=1[Cl:1]. The catalyst class is: 6.